Task: Binary Classification. Given a drug SMILES string, predict its activity (active/inactive) in a high-throughput screening assay against a specified biological target.. Dataset: Cav3 T-type calcium channel HTS with 100,875 compounds The compound is O1C(CN(Cc2n(nnn2)C2CCCCC2)Cc2cc3c([nH]c2=O)cc(c(c3)C)C)CCC1. The result is 0 (inactive).